The task is: Predict the product of the given reaction.. This data is from Forward reaction prediction with 1.9M reactions from USPTO patents (1976-2016). (1) Given the reactants FC1C=CC(CN2C(=O)C(CCCN3CCN(C)CC3)=CC(C3C=CC(OC)=C(F)C=3)=N2)=CC=1.[F:35][C:36]1[CH:37]=[C:38]([C:44]2[CH:45]=[C:46]([C:51]([O:53]C)=[O:52])[C:47](=[O:50])[NH:48][N:49]=2)[CH:39]=[CH:40][C:41]=1[O:42][CH3:43].CS(O[CH2:60][CH2:61][CH2:62][C:63]1[CH:68]=[CH:67][C:66]([Cl:69])=[CH:65][CH:64]=1)(=O)=O.FC1C=C(F)C=CC=1C1C=C(COS(C)(=O)=O)C(=O)N(CC(C)C)N=1, predict the reaction product. The product is: [C:51]([C:46]1[C:47](=[O:50])[N:48]([CH2:60][CH2:61][CH2:62][C:63]2[CH:68]=[CH:67][C:66]([Cl:69])=[CH:65][CH:64]=2)[N:49]=[C:44]([C:38]2[CH:39]=[CH:40][C:41]([O:42][CH3:43])=[C:36]([F:35])[CH:37]=2)[CH:45]=1)([OH:53])=[O:52]. (2) Given the reactants [Cl:1][C:2]1[CH:7]=[CH:6][CH:5]=[CH:4][C:3]=1[C:8](=[O:15])[CH2:9][CH2:10][C:11]([CH3:14])([CH3:13])[CH3:12].[CH2:16]1N2CN3CN(C2)CN1C3.C(OC(=O)C)(=O)C.[OH-].[Na+], predict the reaction product. The product is: [Cl:1][C:2]1[CH:7]=[CH:6][CH:5]=[C:4]2[C:3]=1[C:8](=[O:15])[CH:9]([CH2:10][C:11]([CH3:12])([CH3:14])[CH3:13])[CH2:16]2. (3) Given the reactants Br[C:2]1[CH:3]=[CH:4][C:5]([NH2:8])=[N:6][CH:7]=1.[CH3:9][N:10]1[CH:14]=[C:13](B2OC(C)(C)C(C)(C)O2)[CH:12]=[N:11]1.C([O-])([O-])=O.[Na+].[Na+], predict the reaction product. The product is: [CH3:9][N:10]1[CH:14]=[C:13]([C:2]2[CH:3]=[CH:4][C:5]([NH2:8])=[N:6][CH:7]=2)[CH:12]=[N:11]1. (4) The product is: [ClH:23].[ClH:23].[NH:8]1[CH2:9][CH2:10][CH:11]([NH:14][C:15]2[CH:20]=[CH:19][C:18]([C:21]#[N:22])=[CH:17][N:16]=2)[CH2:12][CH2:13]1. Given the reactants C(OC([N:8]1[CH2:13][CH2:12][CH:11]([NH:14][C:15]2[CH:20]=[CH:19][C:18]([C:21]#[N:22])=[CH:17][N:16]=2)[CH2:10][CH2:9]1)=O)(C)(C)C.[ClH:23], predict the reaction product. (5) Given the reactants C(O[C:6](=O)[N:7]([C@@H:9]([C:18](=[O:21])[NH:19][CH3:20])[CH2:10][C:11]1[CH:16]=[CH:15][C:14]([F:17])=[CH:13][CH:12]=1)C)(C)(C)C.FC(F)(F)C(O)=O.C(=O)([O-])O.[Na+].C(=O)([O-])[O-].[Na+].[Na+].C(=O)([O-])O.[Na+], predict the reaction product. The product is: [F:17][C:14]1[CH:13]=[CH:12][C:11]([CH2:10][C@@H:9]([NH:7][CH3:6])[C:18]([NH:19][CH3:20])=[O:21])=[CH:16][CH:15]=1. (6) Given the reactants CC(C)([O-])C.[K+].Cl[CH2:8][C:9]1[N:10]([CH2:22][CH2:23][CH2:24][NH:25][C:26](=[O:32])[O:27][C:28]([CH3:31])([CH3:30])[CH3:29])[C:11]2[C:20]3[CH:19]=[CH:18][CH:17]=[CH:16][C:15]=3[N:14]=[CH:13][C:12]=2[N:21]=1, predict the reaction product. The product is: [CH:19]1[CH:18]=[CH:17][CH:16]=[C:15]2[C:20]=1[C:11]1[N:10]3[CH2:22][CH2:23][CH2:24][N:25]([C:26]([O:27][C:28]([CH3:31])([CH3:30])[CH3:29])=[O:32])[CH2:8][C:9]3=[N:21][C:12]=1[CH:13]=[N:14]2. (7) Given the reactants [CH:1]1([C:4]([NH:6][C:7]2[CH:34]=[C:10]3[C:11]([C:15]4[CH:33]=[CH:32][C:18]([O:19][C@@H:20]5[CH2:24][CH2:23][N:22](C(OC(C)(C)C)=O)[CH2:21]5)=[CH:17][CH:16]=4)=[CH:12][CH:13]=[CH:14][N:9]3[N:8]=2)=[O:5])[CH2:3][CH2:2]1.C(O)(C(F)(F)F)=O, predict the reaction product. The product is: [NH:22]1[CH2:23][CH2:24][C@@H:20]([O:19][C:18]2[CH:17]=[CH:16][C:15]([C:11]3[C:10]4[N:9]([N:8]=[C:7]([NH:6][C:4]([CH:1]5[CH2:2][CH2:3]5)=[O:5])[CH:34]=4)[CH:14]=[CH:13][CH:12]=3)=[CH:33][CH:32]=2)[CH2:21]1. (8) Given the reactants [CH3:1][O:2][C:3]1[CH:4]=[C:5]2[C:10](=[CH:11][CH:12]=1)[C:9]([OH:13])=[C:8]([C:14]1[CH:19]=[CH:18][CH:17]=[CH:16][CH:15]=1)[C:7]([CH2:20][CH:21]([CH3:23])[CH3:22])=[CH:6]2.[H-].[Na+].F[C:27]1[CH:34]=[CH:33][C:30]([CH:31]=[O:32])=[CH:29][CH:28]=1, predict the reaction product. The product is: [CH3:1][O:2][C:3]1[CH:4]=[C:5]2[C:10](=[CH:11][CH:12]=1)[C:9]([O:13][C:27]1[CH:34]=[CH:33][C:30]([CH:31]=[O:32])=[CH:29][CH:28]=1)=[C:8]([C:14]1[CH:15]=[CH:16][CH:17]=[CH:18][CH:19]=1)[C:7]([CH2:20][CH:21]([CH3:23])[CH3:22])=[CH:6]2. (9) Given the reactants Cl.[NH2:2][C@H:3]([C:14]([O:16][CH3:17])=[O:15])[CH2:4][C:5]1[C:13]2[C:8](=[CH:9][CH:10]=[CH:11][CH:12]=2)[NH:7][CH:6]=1.C(N(CC)CC)C.[F:25][C:26]1[CH:27]=[C:28]([CH:34]=[CH:35][CH:36]=1)[CH:29]=[CH:30][C:31](O)=[O:32].CCN=C=NCCCN(C)C.Cl, predict the reaction product. The product is: [F:25][C:26]1[CH:27]=[C:28]([CH:29]=[CH:30][C:31]([NH:2][C@H:3]([C:14]([O:16][CH3:17])=[O:15])[CH2:4][C:5]2[C:13]3[C:8](=[CH:9][CH:10]=[CH:11][CH:12]=3)[NH:7][CH:6]=2)=[O:32])[CH:34]=[CH:35][CH:36]=1. (10) Given the reactants Cl[C:2]1[N:22]=[C:5]2[CH:6]=[CH:7][CH:8]=[C:9]([C:10]3[CH:15]=[CH:14][C:13]([C:16]([F:19])([F:18])[F:17])=[CH:12][C:11]=3[O:20][CH3:21])[N:4]2[N:3]=1.[C:23]([O:27][C:28]([N:30]1[CH2:36][CH2:35][C:34]2[CH:37]=[CH:38][C:39]([NH2:41])=[CH:40][C:33]=2[CH2:32][CH2:31]1)=[O:29])([CH3:26])([CH3:25])[CH3:24], predict the reaction product. The product is: [C:23]([O:27][C:28]([N:30]1[CH2:36][CH2:35][C:34]2[CH:37]=[CH:38][C:39]([NH:41][C:2]3[N:22]=[C:5]4[CH:6]=[CH:7][CH:8]=[C:9]([C:10]5[CH:15]=[CH:14][C:13]([C:16]([F:19])([F:18])[F:17])=[CH:12][C:11]=5[O:20][CH3:21])[N:4]4[N:3]=3)=[CH:40][C:33]=2[CH2:32][CH2:31]1)=[O:29])([CH3:26])([CH3:24])[CH3:25].